This data is from Forward reaction prediction with 1.9M reactions from USPTO patents (1976-2016). The task is: Predict the product of the given reaction. (1) Given the reactants [CH2:1]([NH:3][C:4](=[O:31])[CH2:5][N:6]1[CH2:11][CH2:10][C@H:9]2[CH2:12][C@@H:13]([C:26]([O:28]CC)=[O:27])[N:14]([S:15]([C:18]3[CH:23]=[CH:22][C:21]([O:24][CH3:25])=[CH:20][CH:19]=3)(=[O:17])=[O:16])[C@H:8]2[CH2:7]1)[CH3:2].C1COCC1.O.[OH-].[Li+], predict the reaction product. The product is: [CH2:1]([NH:3][C:4](=[O:31])[CH2:5][N:6]1[CH2:11][CH2:10][C@H:9]2[CH2:12][C@@H:13]([C:26]([OH:28])=[O:27])[N:14]([S:15]([C:18]3[CH:23]=[CH:22][C:21]([O:24][CH3:25])=[CH:20][CH:19]=3)(=[O:17])=[O:16])[C@H:8]2[CH2:7]1)[CH3:2]. (2) Given the reactants [Br:1][C:2]1[CH:33]=[C:32]([CH3:34])[C:5]([O:6][C:7]2[C:8]3[NH:31][CH:30]=[CH:29][C:9]=3[N:10]=[C:11]([N:13]([C:21]3[CH:26]=[CH:25][C:24]([C:27]#[N:28])=[CH:23][CH:22]=3)[C:14](=[O:20])[O:15][C:16]([CH3:19])([CH3:18])[CH3:17])[N:12]=2)=[C:4]([CH3:35])[CH:3]=1.[Li+].[CH3:37][Si]([N-][Si](C)(C)C)(C)C, predict the reaction product. The product is: [Br:1][C:2]1[CH:3]=[C:4]([CH3:35])[C:5]([O:6][C:7]2[C:8]3[N:31]([CH3:37])[CH:30]=[CH:29][C:9]=3[N:10]=[C:11]([N:13]([C:21]3[CH:26]=[CH:25][C:24]([C:27]#[N:28])=[CH:23][CH:22]=3)[C:14](=[O:20])[O:15][C:16]([CH3:19])([CH3:18])[CH3:17])[N:12]=2)=[C:32]([CH3:34])[CH:33]=1. (3) Given the reactants [NH2:1][C:2]1[CH:3]=[CH:4][C:5]([F:12])=[C:6]([CH:11]=1)[C:7]([O:9][CH3:10])=[O:8].[CH2:13]([C:17]1[CH:22]=[CH:21][C:20]([C:23]#[C:24][C:25]2[CH:32]=[CH:31][C:28]([CH:29]=O)=[CH:27][CH:26]=2)=[CH:19][CH:18]=1)[CH2:14][CH2:15][CH3:16].CO.[BH4-].[Na+], predict the reaction product. The product is: [CH2:13]([C:17]1[CH:22]=[CH:21][C:20]([C:23]#[C:24][C:25]2[CH:32]=[CH:31][C:28]([CH2:29][NH:1][C:2]3[CH:3]=[CH:4][C:5]([F:12])=[C:6]([CH:11]=3)[C:7]([O:9][CH3:10])=[O:8])=[CH:27][CH:26]=2)=[CH:19][CH:18]=1)[CH2:14][CH2:15][CH3:16]. (4) Given the reactants C([O:8][C:9]1[C:17]2[O:16][C:15]([C:18]3[N:19]=[C:20]4[N:24]([CH:25]=3)[N:23]=[C:22]([O:26][CH3:27])[S:21]4)=[CH:14][C:13]=2[CH:12]=[C:11]([O:28][CH3:29])[CH:10]=1)C1C=CC=CC=1.CC1C=C(C)C(C)=C(C)C=1C.ClB(Cl)Cl, predict the reaction product. The product is: [CH3:29][O:28][C:11]1[CH:10]=[C:9]([OH:8])[C:17]2[O:16][C:15]([C:18]3[N:19]=[C:20]4[N:24]([CH:25]=3)[N:23]=[C:22]([O:26][CH3:27])[S:21]4)=[CH:14][C:13]=2[CH:12]=1. (5) Given the reactants [Cl:1][C:2]1[C:3]([O:12][C:13]2[CH:18]=[C:17]([OH:19])[CH:16]=[CH:15][C:14]=2[CH2:20][CH2:21][C:22]([O:24][CH2:25][CH3:26])=[O:23])=[N:4][CH:5]=[C:6]([C:8]([F:11])([F:10])[F:9])[CH:7]=1.[CH:27]([O:30][CH2:31][CH2:32]O)([CH3:29])[CH3:28].C(P(CCCC)CCCC)CCC.N(C(N1CCCCC1)=O)=NC(N1CCCCC1)=O, predict the reaction product. The product is: [Cl:1][C:2]1[C:3]([O:12][C:13]2[CH:18]=[C:17]([O:19][CH2:32][CH2:31][O:30][CH:27]([CH3:29])[CH3:28])[CH:16]=[CH:15][C:14]=2[CH2:20][CH2:21][C:22]([O:24][CH2:25][CH3:26])=[O:23])=[N:4][CH:5]=[C:6]([C:8]([F:9])([F:11])[F:10])[CH:7]=1. (6) The product is: [N:42]1[CH:41]=[CH:40][C:39]([CH2:38][NH:37][S:34]([C:30]2[CH:29]=[C:28]([NH:27][C:12]([C:11]3[CH:10]=[N:9][N:8]4[C:3]([C:2]([F:26])([F:25])[F:1])=[CH:4][C:5]([C:15]5[CH:20]=[CH:19][C:18]([C:21]([F:24])([F:22])[F:23])=[CH:17][CH:16]=5)=[N:6][C:7]=34)=[O:13])[CH:33]=[CH:32][CH:31]=2)(=[O:36])=[O:35])=[CH:44][CH:43]=1. Given the reactants [F:1][C:2]([F:26])([F:25])[C:3]1[N:8]2[N:9]=[CH:10][C:11]([C:12](O)=[O:13])=[C:7]2[N:6]=[C:5]([C:15]2[CH:20]=[CH:19][C:18]([C:21]([F:24])([F:23])[F:22])=[CH:17][CH:16]=2)[CH:4]=1.[NH2:27][C:28]1[CH:29]=[C:30]([S:34]([NH:37][CH2:38][C:39]2[CH:44]=[CH:43][N:42]=[CH:41][CH:40]=2)(=[O:36])=[O:35])[CH:31]=[CH:32][CH:33]=1, predict the reaction product. (7) Given the reactants [Cl:1][C:2]1[C:3]([F:42])=[C:4]([C@@H:8]2[C@:12]([C:15]3[CH:20]=[CH:19][C:18]([Cl:21])=[CH:17][C:16]=3[F:22])([C:13]#[N:14])[C@H:11]([CH2:23][C:24]([CH3:27])([CH3:26])[CH3:25])[NH:10][C@H:9]2[C:28]([NH:30][C:31]2[CH:39]=[CH:38][C:34]([C:35]([OH:37])=O)=[CH:33][C:32]=2[O:40][CH3:41])=[O:29])[CH:5]=[CH:6][CH:7]=1.CN(C(ON1N=NC2C=CC=CC1=2)=[N+](C)C)C.F[P-](F)(F)(F)(F)F.CCN(C(C)C)C(C)C.[NH2:76][CH2:77][CH2:78][O:79][CH2:80][CH2:81][O:82][CH2:83][CH2:84][O:85][CH2:86][CH2:87][NH2:88], predict the reaction product. The product is: [NH2:88][CH2:87][CH2:86][O:85][CH2:84][CH2:83][O:82][CH2:81][CH2:80][O:79][CH2:78][CH2:77][NH:76][C:35]([C:34]1[CH:38]=[CH:39][C:31]([NH:30][C:28]([C@H:9]2[C@H:8]([C:4]3[CH:5]=[CH:6][CH:7]=[C:2]([Cl:1])[C:3]=3[F:42])[C@:12]([C:15]3[CH:20]=[CH:19][C:18]([Cl:21])=[CH:17][C:16]=3[F:22])([C:13]#[N:14])[C@H:11]([CH2:23][C:24]([CH3:26])([CH3:25])[CH3:27])[NH:10]2)=[O:29])=[C:32]([O:40][CH3:41])[CH:33]=1)=[O:37]. (8) Given the reactants [CH2:1]1[C@@H:5]([OH:6])[C@H:4](/[CH:7]=[CH:8]/[C@@H:9]([OH:22])[CH2:10][O:11][C:12]2[CH:17]=[C:16]([C:18]([F:21])([F:20])[F:19])[CH:15]=[CH:14][CH:13]=2)[C@@H:3]([CH2:23]/[CH:24]=[CH:25]\[CH2:26][CH2:27][CH2:28][C:29]([OH:31])=[O:30])[C@H:2]1[OH:32].[CH2:33]([CH:36]([CH2:39][C:40]#[CH:41])[CH2:37]O)[C:34]#[CH:35].CN(C(ON1N=NC2C=CC=CC1=2)=[N+](C)C)C.F[P-](F)(F)(F)(F)F.C(N(CC)CC)C, predict the reaction product. The product is: [OH:6][C@@H:5]1[CH2:1][C@H:2]([OH:32])[C@H:3]([CH2:23]/[CH:24]=[CH:25]\[CH2:26][CH2:27][CH2:28][C:29]([O:31][CH2:37][CH:36]([CH2:39][C:40]#[CH:41])[CH2:33][C:34]#[CH:35])=[O:30])[C@H:4]1/[CH:7]=[CH:8]/[C@@H:9]([OH:22])[CH2:10][O:11][C:12]1[CH:13]=[CH:14][CH:15]=[C:16]([C:18]([F:21])([F:20])[F:19])[CH:17]=1.